Predict which catalyst facilitates the given reaction. From a dataset of Catalyst prediction with 721,799 reactions and 888 catalyst types from USPTO. (1) Reactant: [OH:1][CH:2]([C:6]1[CH:11]=[CH:10][C:9]([C:12]2[N:16]=[C:15]([C:17]3[O:21][N:20]=[C:19]([C:22]4[CH:27]=[CH:26][CH:25]=[CH:24][CH:23]=4)[C:18]=3[C:28]([F:31])([F:30])[F:29])[O:14][N:13]=2)=[CH:8][CH:7]=1)[C:3]([OH:5])=O.CN1CCOCC1.[NH2:39][CH2:40][CH2:41][CH2:42][N:43]1[CH2:47][CH2:46][CH2:45][CH2:44]1.F[P-](F)(F)(F)(F)F.N1(O[P+](N(C)C)(N(C)C)N(C)C)C2C=CC=CC=2N=N1. Product: [OH:1][CH:2]([C:6]1[CH:7]=[CH:8][C:9]([C:12]2[N:16]=[C:15]([C:17]3[O:21][N:20]=[C:19]([C:22]4[CH:23]=[CH:24][CH:25]=[CH:26][CH:27]=4)[C:18]=3[C:28]([F:31])([F:30])[F:29])[O:14][N:13]=2)=[CH:10][CH:11]=1)[C:3]([NH:39][CH2:40][CH2:41][CH2:42][N:43]1[CH2:47][CH2:46][CH2:45][CH2:44]1)=[O:5]. The catalyst class is: 3. (2) Reactant: [Cl:1][C:2]1[CH:24]=[C:23]([C:25](=[O:35])[CH2:26][CH2:27][C:28]2[CH:33]=[CH:32][CH:31]=[C:30]([OH:34])[CH:29]=2)[CH:22]=[CH:21][C:3]=1[C:4]([NH:6][C@H:7]([C:17]([O:19]C)=[O:18])[CH2:8][NH:9][C:10]([C:12]1[S:13][CH:14]=[CH:15][CH:16]=1)=[O:11])=[O:5].O.[OH-].[Li+]. Product: [Cl:1][C:2]1[CH:24]=[C:23]([C:25](=[O:35])[CH2:26][CH2:27][C:28]2[CH:33]=[CH:32][CH:31]=[C:30]([OH:34])[CH:29]=2)[CH:22]=[CH:21][C:3]=1[C:4]([NH:6][C@H:7]([C:17]([OH:19])=[O:18])[CH2:8][NH:9][C:10]([C:12]1[S:13][CH:14]=[CH:15][CH:16]=1)=[O:11])=[O:5]. The catalyst class is: 193. (3) Reactant: [NH2:1][C@@H:2]([C@@H:13]([CH3:16])[CH2:14][CH3:15])[C:3]([N:5]([CH3:12])[C@@H:6]([CH:9]([CH3:11])[CH3:10])[C:7]#[CH:8])=[O:4].CCO[C:20]([CH3:22])=[O:21]. Product: [CH3:6][N:5]1[CH2:3][CH2:2][CH2:13][CH2:14][C@@H:22]1[C:20]([NH:1][C@@H:2]([C@@H:13]([CH3:16])[CH2:14][CH3:15])[C:3]([N:5]([CH3:12])[C@@H:6]([CH:9]([CH3:11])[CH3:10])[C:7]#[CH:8])=[O:4])=[O:21]. The catalyst class is: 3.